This data is from Full USPTO retrosynthesis dataset with 1.9M reactions from patents (1976-2016). The task is: Predict the reactants needed to synthesize the given product. (1) The reactants are: Br[C:2]1[S:6][C:5]([C:7]2[CH:12]=[CH:11][N:10]=[CH:9][CH:8]=2)=[N:4][C:3]=1[CH2:13][C:14]1[CH:19]=[CH:18][C:17]([Cl:20])=[CH:16][CH:15]=1.C([Sn](CCCC)(CCCC)[C:26]1[NH:30][N:29]=[C:28]([C:31]([O:33][CH2:34][CH3:35])=[O:32])[CH:27]=1)CCC.[Cl-].[Li+]. Given the product [Cl:20][C:17]1[CH:18]=[CH:19][C:14]([CH2:13][C:3]2[N:4]=[C:5]([C:7]3[CH:12]=[CH:11][N:10]=[CH:9][CH:8]=3)[S:6][C:2]=2[C:26]2[NH:30][N:29]=[C:28]([C:31]([O:33][CH2:34][CH3:35])=[O:32])[CH:27]=2)=[CH:15][CH:16]=1, predict the reactants needed to synthesize it. (2) Given the product [CH2:11]([O:18][N:19]([CH2:20][C:21]1([C:29]([OH:31])=[O:30])[CH2:26][CH2:25][C:24]([CH3:28])([CH3:27])[CH2:23][CH2:22]1)[CH:1]=[O:2])[C:12]1[CH:17]=[CH:16][CH:15]=[CH:14][CH:13]=1, predict the reactants needed to synthesize it. The reactants are: [CH:1](O)=[O:2].C(OC(=O)C)(=O)C.[CH2:11]([O:18][NH:19][CH2:20][C:21]1([C:29]([OH:31])=[O:30])[CH2:26][CH2:25][C:24]([CH3:28])([CH3:27])[CH2:23][CH2:22]1)[C:12]1[CH:17]=[CH:16][CH:15]=[CH:14][CH:13]=1. (3) Given the product [CH3:15][O:16][C:17]1[CH:18]=[CH:19][C:20]([OH:25])=[C:21]([C:22]2[NH:1][N:2]=[C:3]([C:5]3[CH:10]=[CH:9][C:8]([C:11]([F:12])([F:13])[F:14])=[CH:7][N:6]=3)[N:4]=2)[CH:24]=1, predict the reactants needed to synthesize it. The reactants are: [NH2:1][NH:2][C:3]([C:5]1[CH:10]=[CH:9][C:8]([C:11]([F:14])([F:13])[F:12])=[CH:7][N:6]=1)=[NH:4].[CH3:15][O:16][C:17]1[CH:18]=[CH:19][C:20]([OH:25])=[C:21]([CH:24]=1)[CH:22]=O. (4) Given the product [C:1]([O:5][C:6]([N:8]([CH2:19][C:20]([O:22][C:23]([CH3:26])([CH3:25])[CH3:24])=[O:21])[C:9]1[CH:14]=[CH:13][CH:12]=[C:11]([CH3:15])[N:10]=1)=[O:7])([CH3:4])([CH3:3])[CH3:2], predict the reactants needed to synthesize it. The reactants are: [C:1]([O:5][C:6]([NH:8][C:9]1[CH:14]=[CH:13][CH:12]=[C:11]([CH3:15])[N:10]=1)=[O:7])([CH3:4])([CH3:3])[CH3:2].[H-].[Na+].Br[CH2:19][C:20]([O:22][C:23]([CH3:26])([CH3:25])[CH3:24])=[O:21].O.